This data is from Peptide-MHC class I binding affinity with 185,985 pairs from IEDB/IMGT. The task is: Regression. Given a peptide amino acid sequence and an MHC pseudo amino acid sequence, predict their binding affinity value. This is MHC class I binding data. The peptide sequence is ATPHSVWVF. The MHC is HLA-A68:02 with pseudo-sequence HLA-A68:02. The binding affinity (normalized) is 0.0847.